This data is from CYP2C9 inhibition data for predicting drug metabolism from PubChem BioAssay. The task is: Regression/Classification. Given a drug SMILES string, predict its absorption, distribution, metabolism, or excretion properties. Task type varies by dataset: regression for continuous measurements (e.g., permeability, clearance, half-life) or binary classification for categorical outcomes (e.g., BBB penetration, CYP inhibition). Dataset: cyp2c9_veith. (1) The drug is Cc1nc2cnc(N3CCNCC3)nc2n(-c2ccccc2)c1=O. The result is 0 (non-inhibitor). (2) The molecule is CN1C(C(=O)Nc2ccccn2)=C(O)c2ccccc2S1(=O)=O. The result is 1 (inhibitor).